From a dataset of Full USPTO retrosynthesis dataset with 1.9M reactions from patents (1976-2016). Predict the reactants needed to synthesize the given product. (1) Given the product [CH2:1]([O:21][C:22]1[CH:28]=[CH:27][C:25]([N:26]=[C:30]([C:33]2[CH:38]=[CH:37][CH:36]=[C:35]([C:39](=[N:26][C:25]3[CH:27]=[CH:28][C:22]([O:21][CH2:1][CH2:2][CH2:3][CH2:4][CH2:5][CH2:6][CH2:7][CH2:8][CH2:9][CH2:10][CH2:11][CH2:12][CH2:13][CH2:14][CH2:15][CH2:16][CH2:17][CH2:18][CH2:19][CH3:20])=[CH:23][C:24]=3[CH3:29])[CH3:40])[N:34]=2)[CH3:31])=[C:24]([CH3:29])[CH:23]=1)[CH2:2][CH2:3][CH2:4][CH2:5][CH2:6][CH2:7][CH2:8][CH2:9][CH2:10][CH2:11][CH2:12][CH2:13][CH2:14][CH2:15][CH2:16][CH2:17][CH2:18][CH2:19][CH3:20], predict the reactants needed to synthesize it. The reactants are: [CH2:1]([O:21][C:22]1[CH:28]=[CH:27][C:25]([NH2:26])=[C:24]([CH3:29])[CH:23]=1)[CH2:2][CH2:3][CH2:4][CH2:5][CH2:6][CH2:7][CH2:8][CH2:9][CH2:10][CH2:11][CH2:12][CH2:13][CH2:14][CH2:15][CH2:16][CH2:17][CH2:18][CH2:19][CH3:20].[C:30]([C:33]1[CH:38]=[CH:37][CH:36]=[C:35]([C:39](=O)[CH3:40])[N:34]=1)(=O)[CH3:31]. (2) Given the product [CH3:22][NH:23][C:2]1[N:3]([C:13]2[N:14]=[CH:15][N:16]=[C:17]([NH2:20])[C:18]=2[N:19]=1)[C@@H:4]1[O:12][C@H:9]([CH2:10][OH:11])[C@@H:7]([OH:8])[C@H:5]1[OH:6], predict the reactants needed to synthesize it. The reactants are: Br[C:2]1[N:3]([C:13]2[N:14]=[CH:15][N:16]=[C:17]([NH2:20])[C:18]=2[N:19]=1)[C@@H:4]1[O:12][C@H:9]([CH2:10][OH:11])[C@@H:7]([OH:8])[C@H:5]1[OH:6].O.[CH3:22][NH2:23]. (3) Given the product [Br:2][C:3]1[C:4]([C@@H:9]([NH:23][C:29](=[O:30])[O:28][C:24]([CH3:27])([CH3:26])[CH3:25])[C@H:10]([C:15]2[CH:20]=[CH:19][CH:18]=[C:17]([F:21])[C:16]=2[F:22])[CH2:11][CH2:12][CH:13]=[CH2:14])=[N:5][CH:6]=[CH:7][N:8]=1, predict the reactants needed to synthesize it. The reactants are: Cl.[Br:2][C:3]1[C:4]([C@@H:9]([NH2:23])[C@H:10]([C:15]2[CH:20]=[CH:19][CH:18]=[C:17]([F:21])[C:16]=2[F:22])[CH2:11][CH2:12][CH:13]=[CH2:14])=[N:5][CH:6]=[CH:7][N:8]=1.[C:24]([O:28][C:29](OC([O-])=O)=[O:30])([CH3:27])([CH3:26])[CH3:25].C(N(CC)CC)C. (4) The reactants are: Cl[C:2]1[CH:3]=[C:4]([CH:7]=[CH:8][N:9]=1)[C:5]#[N:6].[C:10]([O:14][C:15](=[O:17])[NH2:16])([CH3:13])([CH3:12])[CH3:11].C([O-])([O-])=O.[Cs+].[Cs+].CC(C1C=C(C(C)C)C(C2C=CC=CC=2P(C2CCCCC2)C2CCCCC2)=C(C(C)C)C=1)C.N#N. Given the product [C:5]([C:4]1[CH:7]=[CH:8][N:9]=[C:2]([NH:16][C:15](=[O:17])[O:14][C:10]([CH3:13])([CH3:12])[CH3:11])[CH:3]=1)#[N:6], predict the reactants needed to synthesize it. (5) Given the product [Cl:1][C:2]1[CH:3]=[C:4]([CH2:8][C:9]([O:11][CH3:12])=[O:10])[CH:5]=[CH:6][C:7]=1[N+:13]([O-:15])=[O:14], predict the reactants needed to synthesize it. The reactants are: [Cl:1][C:2]1[CH:3]=[C:4]([CH2:8][C:9]([O:11][CH3:12])=[O:10])[CH:5]=[CH:6][CH:7]=1.[N+:13]([O-])([OH:15])=[O:14]. (6) Given the product [Br:1][C:2]1[O:6][C:5]([C:7]2[C:8]([F:14])=[CH:9][CH:10]=[CH:11][C:12]=2[F:13])=[N:4][C:3]=1[C:15]([NH2:16])=[O:18], predict the reactants needed to synthesize it. The reactants are: [Br:1][C:2]1[O:6][C:5]([C:7]2[C:12]([F:13])=[CH:11][CH:10]=[CH:9][C:8]=2[F:14])=[N:4][C:3]=1[C:15]#[N:16].C(=O)(O)[O-:18].[Na+]. (7) Given the product [CH:1]1([C@@:4]2([CH3:42])[CH2:8][O:7][C:6](=[O:9])[N:5]2[C:10]2[CH:15]=[CH:14][N:13]=[C:12]([NH:16][C@H:17]([C:19]3[CH:40]=[CH:39][C:22]([CH2:23][N:24]4[CH2:29][CH2:28][CH:27]([NH:30][CH3:31])[CH2:26][CH2:25]4)=[C:21]([F:41])[CH:20]=3)[CH3:18])[N:11]=2)[CH2:3][CH2:2]1, predict the reactants needed to synthesize it. The reactants are: [CH:1]1([C@@:4]2([CH3:42])[CH2:8][O:7][C:6](=[O:9])[N:5]2[C:10]2[CH:15]=[CH:14][N:13]=[C:12]([NH:16][C@H:17]([C:19]3[CH:40]=[CH:39][C:22]([CH2:23][N:24]4[CH2:29][CH2:28][CH:27]([N:30](C)[C:31](=O)OC(C)(C)C)[CH2:26][CH2:25]4)=[C:21]([F:41])[CH:20]=3)[CH3:18])[N:11]=2)[CH2:3][CH2:2]1.C(O)(C(F)(F)F)=O.CC[NH+](CC)CC.CC[NH+](CC)CC.C([O-])([O-])=O. (8) Given the product [Br:1][C:2]1[CH:3]=[C:4]([O:13][CH3:14])[CH:5]=[CH:6][C:7]=1[O:8][C:9]([F:11])([F:12])[F:10], predict the reactants needed to synthesize it. The reactants are: [Br:1][C:2]1[CH:3]=[C:4]([OH:13])[CH:5]=[CH:6][C:7]=1[O:8][C:9]([F:12])([F:11])[F:10].[C:14]([O-])([O-])=O.[K+].[K+].CI. (9) The reactants are: [CH2:1]([O:3][C:4]1[CH:5]=[C:6]([CH:12]([NH2:18])[CH2:13][S:14]([CH3:17])(=[O:16])=[O:15])[CH:7]=[CH:8][C:9]=1[O:10][CH3:11])[CH3:2].[C:19]([NH:22][C:23]1[CH:33]=[CH:32][CH:31]=[C:25]2[C:26]([O:28][C:29](=O)[C:24]=12)=[O:27])(=[O:21])[CH3:20]. Given the product [CH2:1]([O:3][C:4]1[CH:5]=[C:6]([CH:12]([N:18]2[C:29](=[O:28])[C:24]3[C:25](=[CH:31][CH:32]=[CH:33][C:23]=3[NH:22][C:19](=[O:21])[CH3:20])[C:26]2=[O:27])[CH2:13][S:14]([CH3:17])(=[O:16])=[O:15])[CH:7]=[CH:8][C:9]=1[O:10][CH3:11])[CH3:2], predict the reactants needed to synthesize it.